Task: Regression. Given two drug SMILES strings and cell line genomic features, predict the synergy score measuring deviation from expected non-interaction effect.. Dataset: NCI-60 drug combinations with 297,098 pairs across 59 cell lines (1) Drug 1: C1=CN(C(=O)N=C1N)C2C(C(C(O2)CO)O)O.Cl. Drug 2: CN1C(=O)N2C=NC(=C2N=N1)C(=O)N. Cell line: RPMI-8226. Synergy scores: CSS=24.5, Synergy_ZIP=-3.79, Synergy_Bliss=6.17, Synergy_Loewe=-34.1, Synergy_HSA=4.33. (2) Drug 1: CCC(=C(C1=CC=CC=C1)C2=CC=C(C=C2)OCCN(C)C)C3=CC=CC=C3.C(C(=O)O)C(CC(=O)O)(C(=O)O)O. Drug 2: CC1CCC2CC(C(=CC=CC=CC(CC(C(=O)C(C(C(=CC(C(=O)CC(OC(=O)C3CCCCN3C(=O)C(=O)C1(O2)O)C(C)CC4CCC(C(C4)OC)O)C)C)O)OC)C)C)C)OC. Cell line: A549. Synergy scores: CSS=16.8, Synergy_ZIP=7.94, Synergy_Bliss=13.2, Synergy_Loewe=6.93, Synergy_HSA=7.61. (3) Drug 1: C1CCC(C1)C(CC#N)N2C=C(C=N2)C3=C4C=CNC4=NC=N3. Drug 2: CS(=O)(=O)C1=CC(=C(C=C1)C(=O)NC2=CC(=C(C=C2)Cl)C3=CC=CC=N3)Cl. Cell line: MALME-3M. Synergy scores: CSS=7.52, Synergy_ZIP=0.839, Synergy_Bliss=2.60, Synergy_Loewe=-0.196, Synergy_HSA=-0.0216. (4) Drug 1: CC12CCC(CC1=CCC3C2CCC4(C3CC=C4C5=CN=CC=C5)C)O. Drug 2: CN(CCCl)CCCl.Cl. Cell line: OVCAR-4. Synergy scores: CSS=6.76, Synergy_ZIP=-3.49, Synergy_Bliss=-3.16, Synergy_Loewe=-4.29, Synergy_HSA=-4.59. (5) Drug 1: CC(C1=C(C=CC(=C1Cl)F)Cl)OC2=C(N=CC(=C2)C3=CN(N=C3)C4CCNCC4)N. Drug 2: CC1OCC2C(O1)C(C(C(O2)OC3C4COC(=O)C4C(C5=CC6=C(C=C35)OCO6)C7=CC(=C(C(=C7)OC)O)OC)O)O. Cell line: OVCAR-4. Synergy scores: CSS=-0.268, Synergy_ZIP=-0.701, Synergy_Bliss=-6.25, Synergy_Loewe=-7.27, Synergy_HSA=-6.87.